Dataset: Experimentally validated miRNA-target interactions with 360,000+ pairs, plus equal number of negative samples. Task: Binary Classification. Given a miRNA mature sequence and a target amino acid sequence, predict their likelihood of interaction. Result: 0 (no interaction). The protein sequence of the target gene is MAVTLSLLLGGRVCAAVTRCGFATRGVAGPGPIGREPDPDSDWEPEERELQEVESTLKRQKQAIRFQKIRRQMEAPGAPPRTLTWEAMEQIRYLHEEFPESWSVPRLAEGFDVSTDVIRRVLKSKFLPTLEQKLKQDQKVLKKAGLAHSLQHLRGSGNTSKLLPAGHSVSGSLLMPGHEASSKDPNHSTALKVIESDTHRTNTPRRRKGRNKEIQDLEESFVPVAAPLGHPRELQKYSSDSESPRGTGSGALPSGQKLEELKAEEPDNFSSKVVQRGREFFDSNGNFLYRI. The miRNA is hsa-miR-22-3p with sequence AAGCUGCCAGUUGAAGAACUGU.